This data is from Full USPTO retrosynthesis dataset with 1.9M reactions from patents (1976-2016). The task is: Predict the reactants needed to synthesize the given product. (1) Given the product [C:12]1([C:3]2[C:2]3[N:1]=[CH:19][NH:18][C:7](=[O:9])[C:6]=3[NH:5][N:4]=2)[CH:13]=[CH:14][CH:15]=[CH:16][CH:17]=1, predict the reactants needed to synthesize it. The reactants are: [NH2:1][C:2]1[C:3]([C:12]2[CH:17]=[CH:16][CH:15]=[CH:14][CH:13]=2)=[N:4][NH:5][C:6]=1[C:7]([O:9]CC)=O.[NH2:18][C:19]1C(C2C=CC=CC=2)=NNC=1C(O)=O.C(O)(=O)C.C(N)=N. (2) Given the product [C:19]1([NH:20][C:2]2[CH:3]=[CH:4][C:5]3[C:14]4[C:9](=[N:10][CH:11]=[CH:12][CH:13]=4)[NH:8][C:7](=[O:15])[C:6]=3[CH:16]=2)[CH:21]=[CH:22][CH:23]=[CH:24][CH:18]=1, predict the reactants needed to synthesize it. The reactants are: Cl[C:2]1[CH:3]=[CH:4][C:5]2[C:14]3[C:9](=[N:10][CH:11]=[CH:12][CH:13]=3)[NH:8][C:7](=[O:15])[C:6]=2[CH:16]=1.F[C:18]1[CH:24]=[CH:23][CH:22]=[CH:21][C:19]=1[NH2:20].C1(P(C2CCCCC2)C2C=CC=CC=2C2C(C(C)C)=CC(C(C)C)=CC=2C(C)C)CCCCC1.CC(C)([O-])C.[Na+].